From a dataset of NCI-60 drug combinations with 297,098 pairs across 59 cell lines. Regression. Given two drug SMILES strings and cell line genomic features, predict the synergy score measuring deviation from expected non-interaction effect. (1) Drug 1: C1=NC2=C(N1)C(=S)N=C(N2)N. Drug 2: C(CC(=O)O)C(=O)CN.Cl. Cell line: OVCAR-5. Synergy scores: CSS=41.7, Synergy_ZIP=-2.45, Synergy_Bliss=-3.78, Synergy_Loewe=-19.0, Synergy_HSA=-0.852. (2) Drug 1: CN1CCC(CC1)COC2=C(C=C3C(=C2)N=CN=C3NC4=C(C=C(C=C4)Br)F)OC. Drug 2: C1CC(=O)NC(=O)C1N2CC3=C(C2=O)C=CC=C3N. Cell line: NCI-H226. Synergy scores: CSS=4.93, Synergy_ZIP=-1.32, Synergy_Bliss=-0.746, Synergy_Loewe=-4.02, Synergy_HSA=-0.0582.